Dataset: Full USPTO retrosynthesis dataset with 1.9M reactions from patents (1976-2016). Task: Predict the reactants needed to synthesize the given product. (1) Given the product [CH:26]([NH:1][C:2]1[CH:7]=[CH:6][C:5]([NH:8]/[C:9](=[C:16]2\[C:17](=[O:25])[NH:18][C:19]3[C:24]\2=[CH:23][CH:22]=[CH:21][CH:20]=3)/[C:10]2[CH:15]=[CH:14][CH:13]=[CH:12][CH:11]=2)=[CH:4][CH:3]=1)=[O:27], predict the reactants needed to synthesize it. The reactants are: [NH2:1][C:2]1[CH:7]=[CH:6][C:5]([NH:8]/[C:9](=[C:16]2\[C:17](=[O:25])[NH:18][C:19]3[C:24]\2=[CH:23][CH:22]=[CH:21][CH:20]=3)/[C:10]2[CH:15]=[CH:14][CH:13]=[CH:12][CH:11]=2)=[CH:4][CH:3]=1.[CH:26](OCC)=[O:27]. (2) Given the product [S:9]1[CH:13]=[N:12][N:11]=[C:10]1[C:14]1[CH:19]=[CH:18][CH:17]=[CH:16][C:15]=1[NH:20][C:21]([C:23]1[CH:28]=[C:27]([O:1][CH2:2][CH:3]([OH:4])[CH2:5][OH:6])[N:26]=[C:25]([C:30]2[CH:31]=[CH:32][CH:33]=[CH:34][CH:35]=2)[N:24]=1)=[O:22], predict the reactants needed to synthesize it. The reactants are: [OH:1][CH2:2][CH:3]([CH2:5][OH:6])[OH:4].[H-].[Na+].[S:9]1[CH:13]=[N:12][N:11]=[C:10]1[C:14]1[CH:19]=[CH:18][CH:17]=[CH:16][C:15]=1[NH:20][C:21]([C:23]1[CH:28]=[C:27](Cl)[N:26]=[C:25]([C:30]2[CH:35]=[CH:34][CH:33]=[CH:32][CH:31]=2)[N:24]=1)=[O:22]. (3) Given the product [CH3:1][C:2]1[C:10]([CH2:11][CH2:12][N:13]2[CH2:18][CH2:17][CH:16]([C:19]([OH:21])=[O:20])[CH2:15][CH2:14]2)=[CH:9][CH:8]=[C:7]2[C:3]=1[CH2:4][O:5][C:6]2=[O:26], predict the reactants needed to synthesize it. The reactants are: [CH3:1][C:2]1[C:10]([CH2:11][CH2:12][N:13]2[CH2:18][CH2:17][CH:16]([C:19]([O:21]C(C)(C)C)=[O:20])[CH2:15][CH2:14]2)=[CH:9][CH:8]=[C:7]2[C:3]=1[CH2:4][O:5][C:6]2=[O:26].